Dataset: Experimentally validated miRNA-target interactions with 360,000+ pairs, plus equal number of negative samples. Task: Binary Classification. Given a miRNA mature sequence and a target amino acid sequence, predict their likelihood of interaction. (1) The miRNA is hsa-miR-6779-5p with sequence CUGGGAGGGGCUGGGUUUGGC. The protein sequence of the target gene is MDAPGALAQTAAPGPGRKELKIVIVGDGGCGKTSLLMVYSQGSFPEHYAPSVFEKYTASVTVGSKEVTLNLYDTAGQEDYDRLRPLSYQNTHLVLICYDVMNPTSYDNVLIKWFPEVTHFCRGIPMVLIGCKTDLRKDKEQLRKLRAAQLEPITYMQGLSACEQIRAALYLECSAKFRENVEDVFREAAKVALSALKKAQRQKKRRLCLLL. Result: 1 (interaction). (2) The miRNA is hsa-miR-7702 with sequence CUUAGACUGCCAGACUCCCUGA. The protein sequence of the target gene is MGHAGCQFKALLWKNWLCRLRNPVLFLAEFFWPCILFVILTVLRFQEPPRYRDICYLQPRDLPSCGVIPFVQSLLCNTGSRCRNFSYEGSMEHHFRLSRFQTAADPKKVNNLAFLKEIQDLAEEIHGMMDKAKNLKRLWVERSNTPDSSYGSSFFTMDLNKTEEVILKLESLHQQPHIWDFLLLLPRLHTSHDHVEDGMDVAVNLLQTILNSLISLEDLDWLPLNQTFSQVSELVLNVTISTLTFLQQHGVAVTEPVYHLSMQNIVWDPQKVQYDLKSQFGFDDLHTEQILNSSAELKEI.... Result: 0 (no interaction).